This data is from Full USPTO retrosynthesis dataset with 1.9M reactions from patents (1976-2016). The task is: Predict the reactants needed to synthesize the given product. (1) Given the product [CH2:7]([O:14][N:15]1[C:24](=[O:25])[C:23]2[C:18](=[CH:19][C:20]([N:1]3[CH2:6][CH2:5][NH:4][CH2:3][CH2:2]3)=[C:21]([F:26])[CH:22]=2)[N:17]([CH2:28][CH3:29])[C:16]1=[O:30])[C:8]1[CH:13]=[CH:12][CH:11]=[CH:10][CH:9]=1, predict the reactants needed to synthesize it. The reactants are: [NH:1]1[CH2:6][CH2:5][NH:4][CH2:3][CH2:2]1.[CH2:7]([O:14][N:15]1[C:24](=[O:25])[C:23]2[C:18](=[CH:19][C:20](F)=[C:21]([F:26])[CH:22]=2)[N:17]([CH2:28][CH3:29])[C:16]1=[O:30])[C:8]1[CH:13]=[CH:12][CH:11]=[CH:10][CH:9]=1.C(N(CC)CC)C. (2) Given the product [OH:10][CH2:9][C:8]([CH3:12])([CH3:13])[CH2:7][CH2:6][C:5]([O:4][CH2:2][CH3:3])=[O:14], predict the reactants needed to synthesize it. The reactants are: [Na+].[CH2:2]([O:4][C:5](=[O:14])[CH2:6][CH2:7][C:8]([CH3:13])([CH3:12])[C:9]([O-])=[O:10])[CH3:3].C(OC(Cl)=O)(C)C.[BH4-].[Na+].[Cl-].[NH4+]. (3) The reactants are: [F:1][C:2]1[CH:7]=[C:6]([C:8]2[CH:13]=[CH:12][C:11]([CH2:14][C:15]([OH:17])=O)=[CH:10][N:9]=2)[CH:5]=[CH:4][N:3]=1.[NH2:18][C:19]1[N:24]=[CH:23][C:22]([N:25]2[CH2:30][CH2:29][N:28]([C:31](=[O:33])[CH3:32])[CH2:27][CH2:26]2)=[CH:21][CH:20]=1.CN(C(ON1N=NC2C=CC=NC1=2)=[N+](C)C)C.F[P-](F)(F)(F)(F)F. Given the product [C:31]([N:28]1[CH2:27][CH2:26][N:25]([C:22]2[CH:21]=[CH:20][C:19]([NH:18][C:15](=[O:17])[CH2:14][C:11]3[CH:12]=[CH:13][C:8]([C:6]4[CH:5]=[CH:4][N:3]=[C:2]([F:1])[CH:7]=4)=[N:9][CH:10]=3)=[N:24][CH:23]=2)[CH2:30][CH2:29]1)(=[O:33])[CH3:32], predict the reactants needed to synthesize it. (4) Given the product [N:26]1([C:2]2[C:17]([N+:18]([O-:20])=[O:19])=[CH:16][C:15]([N+:21]([O-:23])=[O:22])=[CH:14][C:3]=2[C:4]([NH:6][CH2:7][CH2:8][CH2:9][CH2:10][CH2:11][CH2:12][OH:13])=[O:5])[CH2:29][CH2:30]1, predict the reactants needed to synthesize it. The reactants are: Cl[C:2]1[C:17]([N+:18]([O-:20])=[O:19])=[CH:16][C:15]([N+:21]([O-:23])=[O:22])=[CH:14][C:3]=1[C:4]([NH:6][CH2:7][CH2:8][CH2:9][CH2:10][CH2:11][CH2:12][OH:13])=[O:5].CC[N:26]([CH2:29][CH3:30])CC.N1CC1. (5) Given the product [CH3:20][N:18]([CH3:19])[CH2:17][CH2:16][NH:15][C:13](=[O:14])[CH2:12][CH2:11][N:1]1[C:10]2[C:5](=[CH:6][C:7]([CH:29]=[O:30])=[CH:8][CH:9]=2)[CH2:4][CH2:3][CH2:2]1, predict the reactants needed to synthesize it. The reactants are: [N:1]1([CH2:11][CH2:12][C:13]([NH:15][CH2:16][CH2:17][N:18]([CH3:20])[CH3:19])=[O:14])[C:10]2[C:5](=[CH:6][CH:7]=[CH:8][CH:9]=2)[CH2:4][CH2:3][CH2:2]1.O=P(Cl)(Cl)Cl.CN([CH:29]=[O:30])C. (6) Given the product [OH:8][C:9]1[CH:24]=[CH:23][C:22]([C:25]2[O:26][C:27]3[C:32]([C:33](=[O:43])[C:34]=2[OH:35])=[C:31]([OH:44])[CH:30]=[C:29]([OH:45])[CH:28]=3)=[CH:21][C:10]=1[O:11][CH2:12][P:13](=[O:20])([O:14][CH2:15][CH3:16])[O:17][CH2:18][CH3:19], predict the reactants needed to synthesize it. The reactants are: C([O:8][C:9]1[CH:24]=[CH:23][C:22]([C:25]2[O:26][C:27]3[C:32]([C:33](=[O:43])[C:34]=2[O:35]CC2C=CC=CC=2)=[C:31]([OH:44])[CH:30]=[C:29]([O:45]CC2C=CC=CC=2)[CH:28]=3)=[CH:21][C:10]=1[O:11][CH2:12][P:13](=[O:20])([O:17][CH2:18][CH3:19])[O:14][CH2:15][CH3:16])C1C=CC=CC=1.C(O)C. (7) Given the product [F:1][C:2]1[CH:9]=[CH:8][CH:7]=[CH:6][C:3]=1[CH2:4][N:17]1[C:25]2[C:20](=[CH:21][CH:22]=[C:23]([CH2:26][C:27]([OH:29])=[O:28])[CH:24]=2)[CH:19]=[CH:18]1.[CH2:10]([N:17]1[C:25]2[C:20](=[CH:21][CH:22]=[C:23]([CH2:26][C:27]([OH:29])=[O:28])[CH:24]=2)[CH:19]=[CH:18]1)[C:11]1[CH:12]=[CH:13][CH:14]=[CH:15][CH:16]=1, predict the reactants needed to synthesize it. The reactants are: [F:1][C:2]1[CH:9]=[CH:8][CH:7]=[CH:6][C:3]=1[CH2:4]Cl.[CH2:10]([N:17]1[C:25]2[C:20](=[CH:21][CH:22]=[C:23]([CH2:26][C:27]([OH:29])=[O:28])[CH:24]=2)[CH:19]=[CH:18]1)[C:11]1[CH:16]=[CH:15][CH:14]=[CH:13][CH:12]=1. (8) Given the product [CH3:14][S:15]([O:12][CH2:11][CH2:10][O:9][CH2:8][CH2:7][O:6][CH2:5][CH2:4][O:3][CH2:2][CH2:1][OH:13])(=[O:17])=[O:16], predict the reactants needed to synthesize it. The reactants are: [CH2:1]([OH:13])[CH2:2][O:3][CH2:4][CH2:5][O:6][CH2:7][CH2:8][O:9][CH2:10][CH2:11][OH:12].[CH3:14][S:15](Cl)(=[O:17])=[O:16]. (9) Given the product [C:6]([C:10]1[CH:11]=[C:12]([NH:31][C:32]([NH:34][C@@H:35]2[C:44]3[C:39](=[CH:40][CH:41]=[CH:42][CH:43]=3)[C@H:38]([O:45][C:46]3[CH:47]=[CH:48][C:49]4[N:50]([C:52]([N:55]5[CH2:60][CH2:59][CH2:58][CH2:57][CH2:56]5)=[N:53][N:54]=4)[CH:51]=3)[CH2:37][CH2:36]2)=[O:33])[N:13]([C:15]2[CH:16]=[C:17]([CH:18]=[CH:19][CH:20]=2)[O:21][CH2:22][CH2:23][O:24][S:2]([CH3:1])(=[O:4])=[O:3])[N:14]=1)([CH3:9])([CH3:7])[CH3:8], predict the reactants needed to synthesize it. The reactants are: [CH3:1][S:2](Cl)(=[O:4])=[O:3].[C:6]([C:10]1[CH:11]=[C:12]([NH:31][C:32]([NH:34][C@@H:35]2[C:44]3[C:39](=[CH:40][CH:41]=[CH:42][CH:43]=3)[C@H:38]([O:45][C:46]3[CH:47]=[CH:48][C:49]4[N:50]([C:52]([N:55]5[CH2:60][CH2:59][CH2:58][CH2:57][CH2:56]5)=[N:53][N:54]=4)[CH:51]=3)[CH2:37][CH2:36]2)=[O:33])[N:13]([C:15]2[CH:20]=[CH:19][CH:18]=[C:17]([O:21][CH2:22][CH2:23][O:24]C3CCCCO3)[CH:16]=2)[N:14]=1)([CH3:9])([CH3:8])[CH3:7].CCN(C(C)C)C(C)C.